From a dataset of Full USPTO retrosynthesis dataset with 1.9M reactions from patents (1976-2016). Predict the reactants needed to synthesize the given product. (1) Given the product [O:6]=[C:5]1[CH2:4][CH:3]2[N:9]([C:11]3[N:16]=[CH:15][C:14]([B:17]([OH:19])[OH:18])=[CH:13][N:12]=3)[CH:8]([CH2:1][CH2:2]2)[CH2:7]1, predict the reactants needed to synthesize it. The reactants are: [CH2:1]1[C@H:8]2[NH:9][C@H:3]([CH2:4][C:5]([CH2:7]2)=[O:6])[CH2:2]1.Cl[C:11]1[N:16]=[CH:15][C:14]([B:17]([OH:19])[OH:18])=[CH:13][N:12]=1. (2) Given the product [Br:50][CH2:51][CH2:52][CH2:53][C:32]([NH:31][C@@H:27]1[CH2:28][CH2:29][CH2:30][N:25]([C:23]2[N:24]=[C:19]([NH:18][C:15]3[CH:14]=[CH:13][C:12]([CH:9]4[CH2:10][CH2:11][N:6]([CH:1]5[CH2:5][CH2:4][CH2:3][CH2:2]5)[CH2:7][CH2:8]4)=[CH:17][CH:16]=3)[C:20]([C:38]([NH2:40])=[O:39])=[N:21][CH:22]=2)[CH2:26]1)=[O:33], predict the reactants needed to synthesize it. The reactants are: [CH:1]1([N:6]2[CH2:11][CH2:10][CH:9]([C:12]3[CH:17]=[CH:16][C:15]([NH:18][C:19]4[C:20]([C:38]([NH2:40])=[O:39])=[N:21][CH:22]=[C:23]([N:25]5[CH2:30][CH2:29][CH2:28][C@@H:27]([NH:31][C:32](N(CC)C)=[O:33])[CH2:26]5)[N:24]=4)=[CH:14][CH:13]=3)[CH2:8][CH2:7]2)[CH2:5][CH2:4][CH2:3][CH2:2]1.CCN(C(C)C)C(C)C.[Br:50][CH2:51][CH2:52][CH2:53]C(Cl)=O. (3) Given the product [CH:39]1([C:37]([NH:36][C:34]2[N:35]=[C:30]3[CH:29]=[CH:28][C:27]([O:26][C:25]4[CH:24]=[C:23]([NH:22][C:7]([C:5]5[N:6]=[C:2]([CH3:1])[S:3][C:4]=5[CH3:10])=[O:9])[CH:44]=[CH:43][CH:42]=4)=[CH:32][N:31]3[N:33]=2)=[O:38])[CH2:40][CH2:41]1, predict the reactants needed to synthesize it. The reactants are: [CH3:1][C:2]1[S:3][C:4]([CH3:10])=[C:5]([C:7]([OH:9])=O)[N:6]=1.O1CCCC1.C(Cl)(=O)C(Cl)=O.[NH2:22][C:23]1[CH:24]=[C:25]([CH:42]=[CH:43][CH:44]=1)[O:26][C:27]1[CH:28]=[CH:29][C:30]2[N:31]([N:33]=[C:34]([NH:36][C:37]([CH:39]3[CH2:41][CH2:40]3)=[O:38])[N:35]=2)[CH:32]=1. (4) Given the product [CH2:1]([C:3]1[S:22][C:6]2[N:7]([CH2:24][C:25]3[CH:30]=[CH:29][C:28]([C:31]4[CH:36]=[CH:35][CH:34]=[CH:33][C:32]=4[C:37]4[NH:41][C:40](=[O:47])[O:39][N:38]=4)=[CH:27][CH:26]=3)[C:8](=[O:21])[N:9]([CH2:12][CH2:13][C:14]3[CH:19]=[CH:18][C:17]([F:20])=[CH:16][CH:15]=3)[C:10](=[O:11])[C:5]=2[CH:4]=1)[CH3:2], predict the reactants needed to synthesize it. The reactants are: [CH2:1]([C:3]1[S:22][C:6]2[NH:7][C:8](=[O:21])[N:9]([CH2:12][CH2:13][C:14]3[CH:19]=[CH:18][C:17]([F:20])=[CH:16][CH:15]=3)[C:10](=[O:11])[C:5]=2[CH:4]=1)[CH3:2].Br[CH2:24][C:25]1[CH:30]=[CH:29][C:28]([C:31]2[CH:36]=[CH:35][CH:34]=[CH:33][C:32]=2[C:37]2[N:41]=[C:40](C(Cl)(Cl)Cl)[O:39][N:38]=2)=[CH:27][CH:26]=1.C(=O)([O-])[O-:47].[K+].[K+]. (5) Given the product [C:2]([N+:6]([O-:7])=[CH:14][C:13]1[CH:16]=[CH:17][CH:18]=[CH:19][C:12]=1[S:11][CH:8]([CH3:10])[CH3:9])([CH3:5])([CH3:4])[CH3:3], predict the reactants needed to synthesize it. The reactants are: Cl.[C:2]([NH:6][OH:7])([CH3:5])([CH3:4])[CH3:3].[CH:8]([S:11][C:12]1[CH:19]=[CH:18][CH:17]=[CH:16][C:13]=1[CH:14]=O)([CH3:10])[CH3:9]. (6) Given the product [CH:1]1([NH:5][S:6]([NH:26][C:23]([C:19]2[CH:20]=[CH:21][CH:22]=[C:17]([C:16]3[N:12]([CH2:10][CH3:11])[N:13]=[C:14]([O:27][C:28]4[CH:29]=[CH:30][C:31]([C:34]([F:36])([F:37])[F:35])=[CH:32][CH:33]=4)[CH:15]=3)[CH:18]=2)([CH3:25])[CH3:24])(=[O:8])=[O:7])[CH2:4][CH2:3][CH2:2]1, predict the reactants needed to synthesize it. The reactants are: [CH:1]1([NH:5][S:6](Cl)(=[O:8])=[O:7])[CH2:4][CH2:3][CH2:2]1.[CH2:10]([N:12]1[C:16]([C:17]2[CH:18]=[C:19]([C:23]([NH2:26])([CH3:25])[CH3:24])[CH:20]=[CH:21][CH:22]=2)=[CH:15][C:14]([O:27][C:28]2[CH:33]=[CH:32][C:31]([C:34]([F:37])([F:36])[F:35])=[CH:30][CH:29]=2)=[N:13]1)[CH3:11].C(N(CC)CC)C. (7) Given the product [F:18][C:10]1[CH:11]=[C:12]([O:16][CH3:17])[CH:13]=[C:14]([F:15])[C:9]=1[C:3]1[C:4]([CH3:8])=[N:5][N:6]([CH3:7])[C:2]=1[NH:70][C:69]1[C:68]([F:67])=[CH:74][C:73]([F:75])=[CH:72][C:71]=1[F:76], predict the reactants needed to synthesize it. The reactants are: Br[C:2]1[N:6]([CH3:7])[N:5]=[C:4]([CH3:8])[C:3]=1[C:9]1[C:14]([F:15])=[CH:13][C:12]([O:16][CH3:17])=[CH:11][C:10]=1[F:18].C1(P(C2C=CC=CC=2)C2C3OC4C(=CC=CC=4P(C4C=CC=CC=4)C4C=CC=CC=4)C(C)(C)C=3C=CC=2)C=CC=CC=1.C(=O)([O-])[O-].[K+].[K+].[F:67][C:68]1[CH:74]=[C:73]([F:75])[CH:72]=[C:71]([F:76])[C:69]=1[NH2:70]. (8) Given the product [Cl:28][C:29]1[CH:34]=[C:33]([Cl:35])[CH:32]=[CH:31][C:30]=1[C:36]1[N:37]=[C:38]([CH2:64][CH3:65])[C:39]([NH:44][C@H:45]2[C@@H:49]([O:50][CH2:51][CH2:52][F:53])[CH2:48][NH:47][CH2:46]2)=[N:40][C:41]=1[CH2:42][CH3:43], predict the reactants needed to synthesize it. The reactants are: ClC1C=C(Cl)C=CC=1C1N=C(CC)C(N[C@H]2[C@@H](OCC)CNC2)=NC=1CC.[Cl:28][C:29]1[CH:34]=[C:33]([Cl:35])[CH:32]=[CH:31][C:30]=1[C:36]1[N:37]=[C:38]([CH2:64][CH3:65])[C:39]([NH:44][C@H:45]2[C@@H:49]([O:50][CH2:51][CH2:52][F:53])[CH2:48][N:47](C(OCC3C=CC=CC=3)=O)[CH2:46]2)=[N:40][C:41]=1[CH2:42][CH3:43].